Dataset: CYP2D6 inhibition data for predicting drug metabolism from PubChem BioAssay. Task: Regression/Classification. Given a drug SMILES string, predict its absorption, distribution, metabolism, or excretion properties. Task type varies by dataset: regression for continuous measurements (e.g., permeability, clearance, half-life) or binary classification for categorical outcomes (e.g., BBB penetration, CYP inhibition). Dataset: cyp2d6_veith. (1) The drug is Cc1nc2cncnc2n(Cc2ccccc2)c1=O. The result is 0 (non-inhibitor). (2) The compound is c1ccc([C@H]2NCCc3c2[nH]c2ccccc32)cc1. The result is 1 (inhibitor). (3) The drug is CCOC(=O)c1c(C(C)(C)C)oc2ccc(O)cc12. The result is 1 (inhibitor). (4) The drug is CCCOc1cc(N)ccc1C(=O)OCCN(CC)CC. The result is 1 (inhibitor). (5) The molecule is O=C(O)CN(CCN(CC(=O)O)CC(=O)O)CC(=O)O.[Cu]. The result is 0 (non-inhibitor).